Task: Predict which catalyst facilitates the given reaction.. Dataset: Catalyst prediction with 721,799 reactions and 888 catalyst types from USPTO (1) Reactant: I[CH2:2][C:3]1([CH3:13])[O:8][CH2:7][C@@H:6]2[CH2:9][NH:10][CH2:11][CH2:12][N:5]2[CH2:4]1.CCN(CC)CC. Product: [CH3:2][C:3]1([CH3:13])[O:8][CH2:7][C@@H:6]2[CH2:9][NH:10][CH2:11][CH2:12][N:5]2[CH2:4]1. The catalyst class is: 19. (2) Reactant: [Br:1][C:2]1[C:3]2[C:4]([C:20](=[O:30])[C:21]3[CH:26]=[CH:25][C:24]([Cl:27])=[CH:23][C:22]=3[C:28]#[N:29])=[C:5]3[CH:14]([CH2:15][C:16]([O:18]C)=[O:17])[CH2:13][CH2:12][N:6]3[C:7]=2[CH:8]=[C:9]([F:11])[CH:10]=1.C1C[O:34]CC1.CO.[Li+].[OH-].CC(O)=O. Product: [NH2:29][C:28]([C:22]1[CH:23]=[C:24]([Cl:27])[CH:25]=[CH:26][C:21]=1[C:20]([C:4]1[C:3]2[C:2]([Br:1])=[CH:10][C:9]([F:11])=[CH:8][C:7]=2[N:6]2[CH2:12][CH2:13][CH:14]([CH2:15][C:16]([OH:18])=[O:17])[C:5]=12)=[O:30])=[O:34]. The catalyst class is: 170. (3) Reactant: C[O:2][C:3](=[O:18])[C@@H:4]1[CH2:8][C@H:7]([C:9]#[N:10])[CH2:6][N:5]1[C:11]([O:13][C:14]([CH3:17])([CH3:16])[CH3:15])=[O:12].O[Li].O. Product: [C:14]([O:13][C:11]([N:5]1[CH2:6][C@@H:7]([C:9]#[N:10])[CH2:8][C@H:4]1[C:3]([OH:18])=[O:2])=[O:12])([CH3:17])([CH3:15])[CH3:16]. The catalyst class is: 5. (4) Reactant: [NH2:1][CH2:2][CH2:3][C:4]1[C:12]2[C:7](=[CH:8][CH:9]=[CH:10][CH:11]=2)[NH:6][CH:5]=1.C(=O)([O-])[O-].[K+].[K+].Br[CH2:20][CH2:21][O:22][Si:23]([C:26]([CH3:29])([CH3:28])[CH3:27])([CH3:25])[CH3:24]. Product: [NH:6]1[C:7]2[C:12](=[CH:11][CH:10]=[CH:9][CH:8]=2)[C:4]([CH2:3][CH2:2][NH:1][CH2:20][CH2:21][O:22][Si:23]([C:26]([CH3:29])([CH3:28])[CH3:27])([CH3:25])[CH3:24])=[CH:5]1. The catalyst class is: 10. (5) Reactant: C([BH3-])#N.[Na+].[CH2:5]([O:8][C:9]([C:11]1[N:12]([NH2:16])[CH:13]=[CH:14][CH:15]=1)=[O:10])[CH:6]=[CH2:7].[Cl:17][C:18]1[CH:19]=[C:20]([CH:23]=[CH:24][C:25]=1[F:26])[CH:21]=O.C(O)(=O)C. Product: [CH2:5]([O:8][C:9]([C:11]1[N:12]([NH:16][CH2:21][C:20]2[CH:23]=[CH:24][C:25]([F:26])=[C:18]([Cl:17])[CH:19]=2)[CH:13]=[CH:14][CH:15]=1)=[O:10])[CH:6]=[CH2:7]. The catalyst class is: 5.